Dataset: Forward reaction prediction with 1.9M reactions from USPTO patents (1976-2016). Task: Predict the product of the given reaction. (1) Given the reactants [Si](O[CH2:19][C:20]1[CH:27]=[CH:26][CH:25]=[CH:24][C:21]=1[CH:22]=[O:23])(C(C)(C)C)(C1C=CC=CC=1)C1C=CC=CC=1.C1(CO)C(CO)=CC=CC=1.[CH3:38][N:39]([CH2:41][C:42]1[C:50]2[O:49][N:48]=[C:47]([CH2:51][CH2:52][CH:53]3[CH2:58][CH2:57][NH:56][CH2:55][CH2:54]3)[C:46]=2[CH:45]=[CH:44][C:43]=1[O:59][CH2:60][CH:61]1[CH2:63][CH2:62]1)[CH3:40], predict the reaction product. The product is: [CH:61]1([CH2:60][O:59][C:43]2[CH:44]=[CH:45][C:46]3[C:47]([CH2:51][CH2:52][CH:53]4[CH2:58][CH2:57][N:56]([CH2:19][C:20]5[CH:27]=[CH:26][CH:25]=[CH:24][C:21]=5[CH2:22][OH:23])[CH2:55][CH2:54]4)=[N:48][O:49][C:50]=3[C:42]=2[CH2:41][N:39]([CH3:40])[CH3:38])[CH2:63][CH2:62]1. (2) Given the reactants [F:1][C:2]1[CH:7]=[CH:6][C:5]([N:8]2[C:11](=[O:12])[C@H:10]([S:13][CH2:14][C:15]([C:17]3[CH:22]=[CH:21][C:20]([F:23])=[CH:19][CH:18]=3)=[O:16])[C@H:9]2[C:24]2[CH:38]=[CH:37][C:27]([O:28][CH2:29][C:30]([NH:32][CH2:33][C:34]([OH:36])=O)=[O:31])=[CH:26][CH:25]=2)=[CH:4][CH:3]=1.CN1CC[O:43]CC1.CN(C(O[N:54]1N=[N:61][C:56]2[CH:57]=[CH:58][CH:59]=[CH:60][C:55]1=2)=[N+](C)C)C.[B-](F)(F)(F)F.N[CH2:69][CH2:70][CH2:71][CH2:72][CH2:73][C:74]([OH:76])=[O:75], predict the reaction product. The product is: [F:1][C:2]1[CH:7]=[CH:6][C:5]([N:8]2[C:11](=[O:12])[C@H:10]([S:13][CH2:14][CH:15]([C:17]3[CH:22]=[CH:21][C:20]([F:23])=[CH:19][CH:18]=3)[OH:16])[C@H:9]2[C:24]2[CH:25]=[CH:26][C:27]([O:28][CH2:29][C:30]([NH:32][CH2:33][C:34]([NH:54][CH2:55][CH2:60][CH2:59][CH2:58][CH2:57][C:56]([NH:61][CH2:69][CH2:70][CH2:71][CH2:72][CH2:73][C:74]([OH:76])=[O:75])=[O:43])=[O:36])=[O:31])=[CH:37][CH:38]=2)=[CH:4][CH:3]=1. (3) Given the reactants [Cl:1][C:2]1[CH:11]=[CH:10][C:5]([C:6]([O:8]C)=[O:7])=[CH:4][C:3]=1[NH:12][C:13]([C:15]1[C:24](=[O:25])[NH:23][C:18]2[N:19]=[CH:20][N:21]=[CH:22][C:17]=2[CH:16]=1)=[O:14].CO.O.[OH-].[Li+], predict the reaction product. The product is: [Cl:1][C:2]1[CH:11]=[CH:10][C:5]([C:6]([OH:8])=[O:7])=[CH:4][C:3]=1[NH:12][C:13]([C:15]1[C:24](=[O:25])[NH:23][C:18]2[N:19]=[CH:20][N:21]=[CH:22][C:17]=2[CH:16]=1)=[O:14]. (4) Given the reactants C([O:3][C:4]([C:6]12[CH2:23][CH:22]1[CH:21]=[CH:20][CH2:19][CH2:18][CH2:17][CH2:16][N:15]([CH3:24])[C:14](=[O:25])[CH:13]1[CH:9]([CH2:10][CH:11]([O:26][C:27]3[CH:32]=[C:31]([O:33][CH3:34])[N:30]=[C:29]([O:35][CH3:36])[N:28]=3)[CH2:12]1)[C:8](=[O:37])[NH:7]2)=[O:5])C.[Li+].[OH-], predict the reaction product. The product is: [CH3:36][O:35][C:29]1[N:28]=[C:27]([O:26][CH:11]2[CH2:10][CH:9]3[CH:13]([C:14](=[O:25])[N:15]([CH3:24])[CH2:16][CH2:17][CH2:18][CH2:19][CH:20]=[CH:21][CH:22]4[C:6]([C:4]([OH:5])=[O:3])([NH:7][C:8]3=[O:37])[CH2:23]4)[CH2:12]2)[CH:32]=[C:31]([O:33][CH3:34])[N:30]=1. (5) Given the reactants [Cl:1][C:2]1[C:11]2[C:6](=[CH:7][C:8]([OH:14])=[C:9]([C:12]#[N:13])[CH:10]=2)[N:5]=[CH:4][CH:3]=1.[CH3:15][S:16]([CH2:19][CH2:20][CH2:21]O)(=[O:18])=[O:17], predict the reaction product. The product is: [Cl:1][C:2]1[C:11]2[C:6](=[CH:7][C:8]([O:14][CH2:21][CH2:20][CH2:19][S:16]([CH3:15])(=[O:18])=[O:17])=[C:9]([C:12]#[N:13])[CH:10]=2)[N:5]=[CH:4][CH:3]=1.